This data is from Reaction yield outcomes from USPTO patents with 853,638 reactions. The task is: Predict the reaction yield, written as a fraction of the theoretical maximum amount of product (1.0 means a 100% yield; for example, 0.34 means a 34% yield). The reactants are [CH3:1][O:2][C:3](=[O:12])[C:4]1[CH:9]=[CH:8][C:7]([CH:10]=O)=[CH:6][CH:5]=1.[CH3:13][N:14]1[CH2:19][CH2:18][NH:17][CH2:16][CH2:15]1.[H][H]. The catalyst is CO.[Pt]. The product is [CH3:1][O:2][C:3](=[O:12])[C:4]1[CH:9]=[CH:8][C:7]([CH2:10][N:17]2[CH2:18][CH2:19][N:14]([CH3:13])[CH2:15][CH2:16]2)=[CH:6][CH:5]=1. The yield is 0.850.